Task: Predict the reaction yield, written as a fraction of the theoretical maximum amount of product (1.0 means a 100% yield; for example, 0.34 means a 34% yield).. Dataset: Reaction yield outcomes from USPTO patents with 853,638 reactions (1) The reactants are Br[C:2]1[C:3]([O:12][CH3:13])=[CH:4][C:5]([O:10][CH3:11])=[C:6]([CH:9]=1)[CH:7]=[O:8].[S:14]1[CH:18]=[CH:17][CH:16]=[C:15]1B(O)O. The catalyst is C1COCC1. The product is [CH3:11][O:10][C:5]1[CH:4]=[C:3]([O:12][CH3:13])[C:2]([C:15]2[S:14][CH:18]=[CH:17][CH:16]=2)=[CH:9][C:6]=1[CH:7]=[O:8]. The yield is 0.940. (2) The reactants are O=P12OP3(OP(OP(O3)(O1)=O)(=O)O2)=O.[O:15]=[C:16]1[C:21]2=[CH:22][C:23]3[CH:24]=[CH:25][C:26]([C:29](O)=[O:30])=[CH:27][C:28]=3[N:20]2[C:19]2([CH2:34][CH2:33][CH2:32]2)[CH2:18][NH:17]1.[NH2:35][C:36]1[C:41]([N+:42]([O-:44])=[O:43])=[CH:40][CH:39]=[CH:38][C:37]=1O. The catalyst is CS(O)(=O)=O.O. The product is [N+:42]([C:41]1[C:36]2[N:35]=[C:29]([C:26]3[CH:25]=[CH:24][C:23]4[CH:22]=[C:21]5[C:16](=[O:15])[NH:17][CH2:18][C:19]6([CH2:34][CH2:33][CH2:32]6)[N:20]5[C:28]=4[CH:27]=3)[O:30][C:37]=2[CH:38]=[CH:39][CH:40]=1)([O-:44])=[O:43]. The yield is 0.630. (3) The reactants are [O:1]1[C:5]2[CH:6]=[CH:7][C:8]([CH2:10][N:11]3[C:23](=[O:24])[C:22]4[C:13](=[C:14]([OH:26])[C:15]5[N:16]=[CH:17][CH:18]=[N:19][C:20]=5[C:21]=4[OH:25])[C:12]3=[O:27])=[CH:9][C:4]=2[O:3][CH2:2]1.CCN(CC)CC.[F:35][C:36]([F:49])([F:48])[S:37](O[S:37]([C:36]([F:49])([F:48])[F:35])(=[O:39])=[O:38])(=[O:39])=[O:38].O. The catalyst is C(Cl)Cl. The product is [O:1]1[C:5]2[CH:6]=[CH:7][C:8]([CH2:10][N:11]3[C:12](=[O:27])[C:13]4[C:22](=[C:21]([OH:25])[C:20]5[N:19]=[CH:18][CH:17]=[N:16][C:15]=5[C:14]=4[O:26][S:37]([C:36]([F:49])([F:48])[F:35])(=[O:39])=[O:38])[C:23]3=[O:24])=[CH:9][C:4]=2[O:3][CH2:2]1. The yield is 0.620. (4) The reactants are [C:1]([O:5][C:6](=[O:20])[NH:7][CH2:8][CH2:9][C:10]#[C:11][C:12]1[CH:17]=[CH:16][C:15]([C:18]#[N:19])=[CH:14][CH:13]=1)([CH3:4])([CH3:3])[CH3:2].[H][H]. The catalyst is [Pd].C(O)C.C1COCC1. The product is [C:1]([O:5][C:6](=[O:20])[NH:7][CH2:8][CH2:9][CH2:10][CH2:11][C:12]1[CH:13]=[CH:14][C:15]([C:18]#[N:19])=[CH:16][CH:17]=1)([CH3:4])([CH3:2])[CH3:3]. The yield is 0.870. (5) The reactants are [Cl:1][C:2]1[CH:7]=[CH:6][C:5]([Cl:8])=[CH:4][C:3]=1[C:9]1[O:13][N:12]=[CH:11][C:10]=1[CH2:14][CH2:15][C:16](OC)=[O:17].[H-].C([Al+]CC(C)C)C(C)C.Cl. The catalyst is O1CCCC1. The product is [Cl:1][C:2]1[CH:7]=[CH:6][C:5]([Cl:8])=[CH:4][C:3]=1[C:9]1[O:13][N:12]=[CH:11][C:10]=1[CH2:14][CH2:15][CH2:16][OH:17]. The yield is 0.930. (6) The reactants are [C:1]([O:5][C:6](=[O:55])[C:7]1[CH:15]=[C:14]([NH:16][C:17](=[O:54])[CH2:18][N:19]([CH2:45][CH2:46][C:47]([O:49][C:50]([CH3:53])([CH3:52])[CH3:51])=[O:48])[C:20](=[O:44])[CH2:21][CH2:22][CH2:23][CH2:24][CH2:25][CH2:26][CH2:27][CH2:28][CH2:29][CH2:30][CH2:31][CH2:32][CH2:33][CH2:34][CH2:35][CH2:36][C:37]([O:39][C:40]([CH3:43])([CH3:42])[CH3:41])=[O:38])[CH:13]=[C:9]([C:10]([OH:12])=[O:11])[CH:8]=1)([CH3:4])([CH3:3])[CH3:2].[B-](F)(F)(F)F.CN(C(O[N:69]1[C:74](=[O:75])[CH2:73][CH2:72][C:70]1=[O:71])=[N+](C)C)C.CCN(C(C)C)C(C)C. The catalyst is C1COCC1. The product is [O:71]=[C:70]1[CH2:72][CH2:73][C:74](=[O:75])[N:69]1[O:11][C:10](=[O:12])[C:9]1[CH:8]=[C:7]([CH:15]=[C:14]([NH:16][C:17](=[O:54])[CH2:18][N:19]([CH2:45][CH2:46][C:47]([O:49][C:50]([CH3:53])([CH3:52])[CH3:51])=[O:48])[C:20](=[O:44])[CH2:21][CH2:22][CH2:23][CH2:24][CH2:25][CH2:26][CH2:27][CH2:28][CH2:29][CH2:30][CH2:31][CH2:32][CH2:33][CH2:34][CH2:35][CH2:36][C:37]([O:39][C:40]([CH3:41])([CH3:42])[CH3:43])=[O:38])[CH:13]=1)[C:6]([O:5][C:1]([CH3:2])([CH3:3])[CH3:4])=[O:55]. The yield is 0.900. (7) The reactants are [Br:1][CH2:2][C:3](Cl)=[O:4].[CH:6]1([NH2:12])[CH2:11][CH2:10][CH2:9][CH2:8][CH2:7]1. The catalyst is O1CCCC1.CN(C1C=CN=CC=1)C. The product is [Br:1][CH2:2][C:3]([NH:12][CH:6]1[CH2:11][CH2:10][CH2:9][CH2:8][CH2:7]1)=[O:4]. The yield is 0.250.